This data is from Reaction yield outcomes from USPTO patents with 853,638 reactions. The task is: Predict the reaction yield, written as a fraction of the theoretical maximum amount of product (1.0 means a 100% yield; for example, 0.34 means a 34% yield). (1) The reactants are [O:1]=[C:2]1[N:6]([CH2:7][C:8]([O:10]CC)=[O:9])[C:5]2[CH:13]=[C:14]([O:17][C:18]([F:21])([F:20])[F:19])[CH:15]=[CH:16][C:4]=2[O:3]1.[Li+].[OH-].CC#N.O.FC(F)(F)C(O)=O. The catalyst is O1CCCC1.O. The product is [O:1]=[C:2]1[N:6]([CH2:7][C:8]([OH:10])=[O:9])[C:5]2[CH:13]=[C:14]([O:17][C:18]([F:21])([F:19])[F:20])[CH:15]=[CH:16][C:4]=2[O:3]1. The yield is 0.470. (2) The reactants are [NH2:1][NH:2][C:3]([NH2:5])=[S:4].[F:6][C@@H:7]([CH3:11])[C:8](O)=O.O=P(Cl)(Cl)Cl. The catalyst is O1CCOCC1. The product is [F:6][C@H:7]([C:11]1[S:4][C:3]([NH2:5])=[N:2][N:1]=1)[CH3:8]. The yield is 0.700. (3) The reactants are [OH:1][C@@H:2]1[CH2:6][CH2:5][O:4][CH2:3]1.[H-].[Na+].[H][H].[Br:11][C:12]1[C:13](Cl)=[N:14][C:15]([Cl:18])=[N:16][CH:17]=1. The catalyst is C1COCC1. The product is [Br:11][C:12]1[C:13]([O:1][C@@H:2]2[CH2:6][CH2:5][O:4][CH2:3]2)=[N:14][C:15]([Cl:18])=[N:16][CH:17]=1. The yield is 0.410. (4) The reactants are [O:1]1[CH2:6][CH2:5][CH2:4][CH2:3][CH:2]1[N:7]1[C:15]2[C:10](=[CH:11][C:12]([C:16]3[N:20]=[CH:19][N:18]([C:21]([C:34]4[CH:39]=[CH:38][CH:37]=[CH:36][CH:35]=4)([C:28]4[CH:33]=[CH:32][CH:31]=[CH:30][CH:29]=4)[C:22]4[CH:27]=[CH:26][CH:25]=[CH:24][CH:23]=4)[N:17]=3)=[CH:13][CH:14]=2)[C:9]([C:40]2[CH:41]=[C:42]([CH:47]=[CH:48][CH:49]=2)[C:43](OC)=[O:44])=[N:8]1.O.[OH-].[Li+].[NH2:53][C@H:54]1[C:62]2[C:57](=[CH:58][CH:59]=[CH:60][CH:61]=2)[CH2:56][CH2:55]1.O.ON1C2C=CC=CC=2N=N1.Cl.CN(C)CCCN=C=NCC. The product is [C@H:54]1([NH:53][C:43]([C:42]2[CH:47]=[CH:48][CH:49]=[C:40]([C:9]3[C:10]4[C:15](=[CH:14][CH:13]=[C:12]([C:16]5[N:20]=[CH:19][N:18]([C:21]([C:28]6[CH:29]=[CH:30][CH:31]=[CH:32][CH:33]=6)([C:34]6[CH:39]=[CH:38][CH:37]=[CH:36][CH:35]=6)[C:22]6[CH:27]=[CH:26][CH:25]=[CH:24][CH:23]=6)[N:17]=5)[CH:11]=4)[N:7]([CH:2]4[CH2:3][CH2:4][CH2:5][CH2:6][O:1]4)[N:8]=3)[CH:41]=2)=[O:44])[C:62]2[C:57](=[CH:58][CH:59]=[CH:60][CH:61]=2)[CH2:56][CH2:55]1. The catalyst is O1CCCC1.O1CCCC1.O. The yield is 0.900. (5) The reactants are F[C:2]1[CH:9]=[CH:8][C:7]([C:10]2[CH:11]=[N:12][C:13]([NH:16][CH2:17][C:18]([C:21]3[CH:26]=[CH:25][C:24]([F:27])=[CH:23][CH:22]=3)([CH3:20])[CH3:19])=[N:14][CH:15]=2)=[CH:6][C:3]=1[C:4]#[N:5].[NH2:28][NH2:29]. The catalyst is C(O)CC. The product is [F:27][C:24]1[CH:23]=[CH:22][C:21]([C:18]([CH3:20])([CH3:19])[CH2:17][NH:16][C:13]2[N:12]=[CH:11][C:10]([C:7]3[CH:6]=[C:3]4[C:2](=[CH:9][CH:8]=3)[NH:29][N:28]=[C:4]4[NH2:5])=[CH:15][N:14]=2)=[CH:26][CH:25]=1. The yield is 0.420. (6) The yield is 0.330. The catalyst is C1C=CC(/C=C/C(/C=C/C2C=CC=CC=2)=O)=CC=1.C1C=CC(/C=C/C(/C=C/C2C=CC=CC=2)=O)=CC=1.C1C=CC(/C=C/C(/C=C/C2C=CC=CC=2)=O)=CC=1.[Pd].[Pd].O1CCOCC1. The product is [Br:17][C:15]1[CH:16]=[C:11]([NH:8][C:6]2[N:5]=[C:4]([CH3:9])[N:3]([CH3:2])[CH:7]=2)[C:12](=[O:19])[N:13]([CH3:18])[CH:14]=1. The reactants are Cl.[CH3:2][N:3]1[CH:7]=[C:6]([NH2:8])[N:5]=[C:4]1[CH3:9].Br[C:11]1[C:12](=[O:19])[N:13]([CH3:18])[CH:14]=[C:15]([Br:17])[CH:16]=1.CC1(C)C2C(=C(P(C3C=CC=CC=3)C3C=CC=CC=3)C=CC=2)OC2C(P(C3C=CC=CC=3)C3C=CC=CC=3)=CC=CC1=2.C([O-])([O-])=O.[Cs+].[Cs+]. (7) The yield is 0.520. The reactants are [Cl:1][C:2]1[N:3]=[C:4]2[CH:12]=[C:11]([Cl:13])[CH:10]=[N:9][C:5]2=[N:6][C:7]=1Cl.[CH3:14][N:15]1[CH2:20][CH2:19][NH:18][CH2:17][CH2:16]1.[NH4+].[Cl-]. The catalyst is C(Cl)Cl. The product is [Cl:1][C:2]1[N:3]=[C:4]2[CH:12]=[C:11]([Cl:13])[CH:10]=[N:9][C:5]2=[N:6][C:7]=1[N:18]1[CH2:19][CH2:20][N:15]([CH3:14])[CH2:16][CH2:17]1.